This data is from Full USPTO retrosynthesis dataset with 1.9M reactions from patents (1976-2016). The task is: Predict the reactants needed to synthesize the given product. (1) Given the product [Br:1][C:2]1[CH:3]=[CH:4][C:5]2[S:9](=[O:11])(=[O:10])[N:8]([CH2:12][CH2:13][S:14]([NH:21][CH3:20])(=[O:16])=[O:15])[CH:7]([CH3:18])[C:6]=2[CH:19]=1, predict the reactants needed to synthesize it. The reactants are: [Br:1][C:2]1[CH:3]=[CH:4][C:5]2[S:9](=[O:11])(=[O:10])[N:8]([CH2:12][CH2:13][S:14](Cl)(=[O:16])=[O:15])[CH:7]([CH3:18])[C:6]=2[CH:19]=1.[CH3:20][NH2:21]. (2) The reactants are: [NH2:1][CH2:2][C@@H:3]1[C@H:7]([F:8])[CH2:6][N:5]([C:9]([O:11][CH2:12][C:13]2[CH:18]=[CH:17][CH:16]=[CH:15][CH:14]=2)=[O:10])[CH2:4]1.[CH:19](=O)[C:20]1[CH:25]=[CH:24][CH:23]=[CH:22][CH:21]=1.Cl.[OH-].[Na+]. Given the product [CH2:19]([NH:1][CH2:2][C@@H:3]1[C@H:7]([F:8])[CH2:6][N:5]([C:9]([O:11][CH2:12][C:13]2[CH:18]=[CH:17][CH:16]=[CH:15][CH:14]=2)=[O:10])[CH2:4]1)[C:20]1[CH:25]=[CH:24][CH:23]=[CH:22][CH:21]=1, predict the reactants needed to synthesize it. (3) Given the product [OH:1][C:2]1[C:7]([NH:36][C:39](=[O:24])[O:48][CH2:41][C:42]2[CH:47]=[CH:46][CH:45]=[CH:44][CH:43]=2)=[CH:6][N:5]=[C:4]([C:11]2[CH:16]=[CH:15][CH:14]=[CH:13][N:12]=2)[N:3]=1, predict the reactants needed to synthesize it. The reactants are: [OH:1][C:2]1[C:7](C(O)=O)=[CH:6][N:5]=[C:4]([C:11]2[CH:16]=[CH:15][CH:14]=[CH:13][N:12]=2)[N:3]=1.C1C=CC(P(N=[N+]=[N-])(C2C=CC=CC=2)=[O:24])=CC=1.CC[N:36]([CH2:39]C)CC.[CH2:41]([OH:48])[C:42]1[CH:47]=[CH:46][CH:45]=[CH:44][CH:43]=1. (4) Given the product [CH3:27][C:17]1[CH:22]=[CH:21][C:20]([S:23]([O:16][CH2:15][CH2:14][CH2:13][S:10]([CH2:8][CH3:9])(=[O:12])=[O:11])(=[O:25])=[O:24])=[CH:19][CH:18]=1, predict the reactants needed to synthesize it. The reactants are: C(N(CC)CC)C.[CH2:8]([S:10]([CH2:13][CH2:14][CH2:15][OH:16])(=[O:12])=[O:11])[CH3:9].[C:17]1([CH3:27])[CH:22]=[CH:21][C:20]([S:23](Cl)(=[O:25])=[O:24])=[CH:19][CH:18]=1. (5) The reactants are: [CH3:1][C:2]1[CH:7]=[CH:6][C:5]([S:8]([O:11][CH2:12][CH:13]2[CH2:17][C:16]3[CH:18]=[CH:19][CH:20]=[C:21]([NH2:22])[C:15]=3[O:14]2)(=[O:10])=[O:9])=[CH:4][CH:3]=1.Br[C:24]1[CH:29]=[CH:28][C:27]([CH3:30])=[C:26]([CH3:31])[CH:25]=1.CC1C=CC(S(OCC2CC3C=CC=C(NC4C=CC(Cl)=CC=4)C=3O2)(=O)=O)=CC=1. Given the product [CH3:1][C:2]1[CH:3]=[CH:4][C:5]([S:8]([O:11][CH2:12][CH:13]2[CH2:17][C:16]3[CH:18]=[CH:19][CH:20]=[C:21]([NH:22][C:24]4[CH:29]=[CH:28][C:27]([CH3:30])=[C:26]([CH3:31])[CH:25]=4)[C:15]=3[O:14]2)(=[O:10])=[O:9])=[CH:6][CH:7]=1, predict the reactants needed to synthesize it. (6) Given the product [CH3:15][C:16]([C:18]1[CH:19]=[C:20]([Cl:24])[CH:21]=[CH:22][C:23]=1[N+:6]([O-:9])=[O:7])=[O:17], predict the reactants needed to synthesize it. The reactants are: OS(O)(=O)=O.[N+:6]([O-:9])(O)=[O:7].OS(O)(=O)=O.[CH3:15][C:16]([C:18]1[CH:23]=[CH:22][CH:21]=[C:20]([Cl:24])[CH:19]=1)=[O:17]. (7) Given the product [CH:1]1([NH:6][C:7]([C:9]2[C:13]([CH2:14][N:15]([CH:16]([CH3:18])[CH3:17])[S:30]([CH3:29])(=[O:32])=[O:31])=[C:12]([C:19]3[CH:24]=[CH:23][C:22]([C:25]([F:27])([F:28])[F:26])=[CH:21][CH:20]=3)[O:11][N:10]=2)=[O:8])[CH2:2][CH2:3][CH2:4][CH2:5]1, predict the reactants needed to synthesize it. The reactants are: [CH:1]1([NH:6][C:7]([C:9]2[C:13]([CH2:14][NH:15][CH:16]([CH3:18])[CH3:17])=[C:12]([C:19]3[CH:24]=[CH:23][C:22]([C:25]([F:28])([F:27])[F:26])=[CH:21][CH:20]=3)[O:11][N:10]=2)=[O:8])[CH2:5][CH2:4][CH2:3][CH2:2]1.[CH3:29][S:30](Cl)(=[O:32])=[O:31].C(N(CC)CC)C. (8) Given the product [CH3:18][O:17][CH2:16][CH2:15][O:14][C:12]1[CH:13]=[C:8]2[CH:7]=[C:6]([C:4]([OH:5])=[O:3])[NH:19][C:9]2=[CH:10][N:11]=1, predict the reactants needed to synthesize it. The reactants are: C([O:3][C:4]([C:6]1[NH:19][C:9]2=[CH:10][N:11]=[C:12]([O:14][CH2:15][CH2:16][O:17][CH3:18])[CH:13]=[C:8]2[CH:7]=1)=[O:5])C.[Li+].[OH-]. (9) Given the product [Br:24][CH2:1][C:2]1[C:3]([C:12]2[S:13][CH:14]=[CH:15][CH:16]=2)=[N:4][O:5][C:6]=1[C:7]([O:9][CH2:10][CH3:11])=[O:8], predict the reactants needed to synthesize it. The reactants are: [CH3:1][C:2]1[C:3]([C:12]2[S:13][CH:14]=[CH:15][CH:16]=2)=[N:4][O:5][C:6]=1[C:7]([O:9][CH2:10][CH3:11])=[O:8].C1C(=O)N([Br:24])C(=O)C1.C(OOC(=O)C1C=CC=CC=1)(=O)C1C=CC=CC=1.